Dataset: CYP2C19 inhibition data for predicting drug metabolism from PubChem BioAssay. Task: Regression/Classification. Given a drug SMILES string, predict its absorption, distribution, metabolism, or excretion properties. Task type varies by dataset: regression for continuous measurements (e.g., permeability, clearance, half-life) or binary classification for categorical outcomes (e.g., BBB penetration, CYP inhibition). Dataset: cyp2c19_veith. The compound is c1ccc(C(c2ccccc2)N2CC[C@@]3(CCCNC3)C2)cc1. The result is 0 (non-inhibitor).